Dataset: Forward reaction prediction with 1.9M reactions from USPTO patents (1976-2016). Task: Predict the product of the given reaction. (1) Given the reactants C[Si](C)(C)[O:3][C:4]([C:6]1[CH:11]=[CH:10][CH:9]=[CH:8][CH:7]=1)=[CH2:5].C(O)(=O)/C(=C(\C=O)/Cl)/Cl, predict the reaction product. The product is: [C:4]([C:6]1[CH:11]=[CH:10][CH:9]=[CH:8][CH:7]=1)(=[O:3])[CH3:5]. (2) Given the reactants C([O:5][C:6]([N:8]1[CH2:13][CH2:12][N:11]([C:14]2[C:23]3[C:18](=[CH:19][C:20]([Cl:24])=[CH:21][CH:22]=3)[N:17]=[C:16]([NH:25][CH2:26][CH2:27][CH2:28][CH3:29])[CH:15]=2)[CH2:10][CH2:9]1)=O)(C)(C)C.[C:30](O)([C:32]([F:35])(F)F)=O, predict the reaction product. The product is: [CH2:26]([NH:25][C:16]1[CH:15]=[C:14]([N:11]2[CH2:10][CH2:9][N:8]([C:6]([NH:11][C:14]3[CH:23]=[CH:30][C:32]([F:35])=[CH:16][CH:15]=3)=[O:5])[CH2:13][CH2:12]2)[C:23]2[C:18](=[CH:19][C:20]([Cl:24])=[CH:21][CH:22]=2)[N:17]=1)[CH2:27][CH2:28][CH3:29]. (3) Given the reactants [C:1]([C:5]1[O:9][N:8]=[C:7]([C:10]2[CH:15]=[C:14](Cl)[C:13]([CH:17]3[CH2:19][CH2:18]3)=[CH:12][N:11]=2)[N:6]=1)([CH3:4])([CH3:3])[CH3:2].[F:20][C:21]([F:26])([F:25])[C@H:22]([OH:24])[CH3:23], predict the reaction product. The product is: [C:1]([C:5]1[O:9][N:8]=[C:7]([C:10]2[CH:15]=[C:14]([O:24][C@H:22]([CH3:23])[C:21]([F:26])([F:25])[F:20])[C:13]([CH:17]3[CH2:19][CH2:18]3)=[CH:12][N:11]=2)[N:6]=1)([CH3:4])([CH3:3])[CH3:2]. (4) Given the reactants [CH3:1][N:2]1[C:14]2[CH2:13][CH2:12][CH:11]([CH:15]3[CH2:20][CH2:19][O:18][CH2:17][CH2:16]3)[CH2:10][C:9]=2[C:8]2[C:3]1=[CH:4][CH:5]=[C:6]([C:21]([OH:23])=O)[CH:7]=2.CN(C(ON1N=N[C:34]2[CH:35]=[CH:36][CH:37]=[N:38][C:33]1=2)=[N+](C)C)C.F[P-](F)(F)(F)(F)F.C([N:51]([CH2:55]C)[CH:52]([CH3:54])[CH3:53])(C)C.CN(C=[O:61])C, predict the reaction product. The product is: [CH:52]1([NH:51][C:55]([CH:35]2[CH2:34][CH2:33][N:38]([C:21]([C:6]3[CH:7]=[C:8]4[C:3](=[CH:4][CH:5]=3)[N:2]([CH3:1])[C:14]3[CH2:13][CH2:12][CH:11]([CH:15]5[CH2:20][CH2:19][O:18][CH2:17][CH2:16]5)[CH2:10][C:9]4=3)=[O:23])[CH2:37][CH2:36]2)=[O:61])[CH2:53][CH2:54]1. (5) Given the reactants CC1(C)C(C)(C)OB([C:9]2[C:10]3[CH:11]=[CH:12][C:13]([C:19]#[N:20])=[CH:14][C:15]=3[CH2:16][CH2:17][CH:18]=2)O1.I[C:23]1[N:27]([CH2:28][C:29]([O-:31])=[O:30])[CH:26]=[N:25][CH:24]=1.C(=O)([O-])[O-].[Na+].[Na+].O.O1CCO[CH2:41][CH2:40]1, predict the reaction product. The product is: [C:19]([C:13]1[CH:14]=[C:15]2[C:10](=[CH:11][CH:12]=1)[C:9]([C:23]1[N:27]([CH2:28][C:29]([O:31][CH2:40][CH3:41])=[O:30])[CH:26]=[N:25][CH:24]=1)=[CH:18][CH2:17][CH2:16]2)#[N:20]. (6) Given the reactants [C:1]([O:5][C:6](=[O:22])[N:7]([CH2:10][C:11]1[C:20](Br)=[CH:19][C:18]2[C:13](=[CH:14][CH:15]=[CH:16][CH:17]=2)[N:12]=1)[CH2:8][CH3:9])([CH3:4])([CH3:3])[CH3:2].[CH2:23]([O:25][C:26](=[O:45])[CH2:27][C:28]1[CH:33]=[CH:32][C:31]([O:34][CH3:35])=[C:30](B2OC(C)(C)C(C)(C)O2)[CH:29]=1)[CH3:24], predict the reaction product. The product is: [CH2:23]([O:25][C:26](=[O:45])[CH2:27][C:28]1[CH:33]=[CH:32][C:31]([O:34][CH3:35])=[C:30]([C:20]2[C:11]([CH2:10][N:7]([C:6]([O:5][C:1]([CH3:4])([CH3:3])[CH3:2])=[O:22])[CH2:8][CH3:9])=[N:12][C:13]3[C:18]([CH:19]=2)=[CH:17][CH:16]=[CH:15][CH:14]=3)[CH:29]=1)[CH3:24].